Task: Predict the reaction yield, written as a fraction of the theoretical maximum amount of product (1.0 means a 100% yield; for example, 0.34 means a 34% yield).. Dataset: Reaction yield outcomes from USPTO patents with 853,638 reactions The reactants are [Si]([O:8][CH2:9][C@@H:10]1[C@H:14]2[O:15][C:16]([CH3:19])([CH3:18])[O:17][C@H:13]2[C@H:12]([NH:20][C:21]2[CH:26]=[C:25]([C:27]#[C:28][C:29]3[CH:34]=[CH:33][CH:32]=[CH:31][CH:30]=3)[N:24]=[CH:23][N:22]=2)[CH2:11]1)(C(C)(C)C)(C)C.F.N1C=CC=CC=1. The catalyst is C1COCC1.N1C=CC=CC=1. The product is [CH3:18][C:16]1([CH3:19])[O:17][C@H:13]2[C@H:12]([NH:20][C:21]3[CH:26]=[C:25]([C:27]#[C:28][C:29]4[CH:34]=[CH:33][CH:32]=[CH:31][CH:30]=4)[N:24]=[CH:23][N:22]=3)[CH2:11][C@H:10]([CH2:9][OH:8])[C@H:14]2[O:15]1. The yield is 0.820.